This data is from Reaction yield outcomes from USPTO patents with 853,638 reactions. The task is: Predict the reaction yield, written as a fraction of the theoretical maximum amount of product (1.0 means a 100% yield; for example, 0.34 means a 34% yield). (1) The reactants are [N+:1]([C:4]1[CH:9]=[CH:8][C:7]([CH2:10][C:11]([OH:13])=O)=[CH:6][CH:5]=1)([O-:3])=[O:2].O.OC1C2N=NNC=2C=CC=1.Cl.[CH2:26]([O:28][C:29](=[O:49])[CH:30]([NH:42][C:43]([O:45][CH2:46][CH:47]=[CH2:48])=[O:44])[CH2:31][C:32]1[O:36][N:35]=[C:34]([CH:37]2[CH2:41][CH2:40][CH2:39][NH:38]2)[CH:33]=1)[CH3:27].C(N(CC)CC)C. The catalyst is CN(C)C=O.O. The product is [CH2:26]([O:28][C:29](=[O:49])[CH:30]([NH:42][C:43]([O:45][CH2:46][CH:47]=[CH2:48])=[O:44])[CH2:31][C:32]1[O:36][N:35]=[C:34]([CH:37]2[CH2:41][CH2:40][CH2:39][N:38]2[C:11](=[O:13])[CH2:10][C:7]2[CH:6]=[CH:5][C:4]([N+:1]([O-:3])=[O:2])=[CH:9][CH:8]=2)[CH:33]=1)[CH3:27]. The yield is 0.150. (2) The reactants are Cl[C:2]1[S:3][CH:4]=[CH:5][N:6]=1.C([Li])CCC.[CH3:12][N:13]([CH3:16])C=O.[O:17]1CCC[CH2:18]1. No catalyst specified. The product is [CH3:12][N:13]([CH3:16])[C:2]1[S:3][C:4]([CH:18]=[O:17])=[CH:5][N:6]=1. The yield is 0.430. (3) The reactants are [CH3:1][O:2][C:3](=[O:55])[CH2:4][NH:5][C:6](=[O:54])[C@H:7]([NH:11][C:12](=[O:53])[C@H:13](NC(OCC1C2C=CC=CC=2C2C1=CC=CC=2)=O)[CH2:14][S:15][C:16]([C:29]1[CH:34]=[CH:33][CH:32]=[CH:31][CH:30]=1)([C:23]1[CH:28]=[CH:27][CH:26]=[CH:25][CH:24]=1)[C:17]1[CH:22]=[CH:21][CH:20]=[CH:19][CH:18]=1)[CH:8]([CH3:10])[CH3:9].[NH:56](CC)CC.[C:61]([NH:78][C@@H:79]([C:87]([OH:89])=O)[CH2:80][C:81]1[CH:86]=[CH:85][CH:84]=[CH:83][CH:82]=1)([O:63][CH2:64][CH:65]1[C:77]2[C:72](=[CH:73][CH:74]=[CH:75][CH:76]=2)[C:71]2[C:66]1=[CH:67][CH:68]=[CH:69][CH:70]=2)=[O:62].CCN=C=NCCCN(C)C.Cl.C1C=CC2N(O)N=NC=2C=1.CCN(C(C)C)C(C)C. The catalyst is CC#N.C(Cl)Cl.CCCCCCC.C(Cl)Cl. The product is [CH3:1][O:2][C:3](=[O:55])[CH2:4][NH:5][C:6](=[O:54])[C@H:7]([NH:11][C:12](=[O:53])[C@H:13]([NH:56][C:87](=[O:89])[C@H:79]([NH:78][C:61]([O:63][CH2:64][CH:65]1[C:70]2[CH:69]=[CH:68][CH:67]=[CH:66][C:71]=2[C:72]2[C:77]1=[CH:76][CH:75]=[CH:74][CH:73]=2)=[O:62])[CH2:80][C:81]1[CH:86]=[CH:85][CH:84]=[CH:83][CH:82]=1)[CH2:14][S:15][C:16]([C:17]1[CH:18]=[CH:19][CH:20]=[CH:21][CH:22]=1)([C:23]1[CH:28]=[CH:27][CH:26]=[CH:25][CH:24]=1)[C:29]1[CH:34]=[CH:33][CH:32]=[CH:31][CH:30]=1)[CH:8]([CH3:10])[CH3:9]. The yield is 0.800.